From a dataset of Reaction yield outcomes from USPTO patents with 853,638 reactions. Predict the reaction yield, written as a fraction of the theoretical maximum amount of product (1.0 means a 100% yield; for example, 0.34 means a 34% yield). (1) The reactants are [OH:1][C:2]1[C:7]([CH3:8])=[CH:6][C:5]([C:9]2[NH:18][C:17](=[O:19])[C:16]3[C:11](=[CH:12][CH:13]=[C:14]([CH:20]=C)[CH:15]=3)[N:10]=2)=[CH:4][C:3]=1[CH3:22].C1C[O:26]CC1. The catalyst is O.O=[Os](=O)(=O)=O. The product is [OH:1][C:2]1[C:3]([CH3:22])=[CH:4][C:5]([C:9]2[NH:18][C:17](=[O:19])[C:16]3[C:11](=[CH:12][CH:13]=[C:14]([CH:20]=[O:26])[CH:15]=3)[N:10]=2)=[CH:6][C:7]=1[CH3:8]. The yield is 0.950. (2) The reactants are O1CCCC1.[CH2:6]([O:13][C:14]1[CH:19]=[CH:18][C:17]([CH2:20][C:21](Cl)=[N:22][OH:23])=[CH:16][N:15]=1)[C:7]1[CH:12]=[CH:11][CH:10]=[CH:9][CH:8]=1.[C:25]([C:27]1[CH:28]=[CH:29][C:30]([NH2:33])=[N:31][CH:32]=1)#[CH:26].C(N(CC)CC)C. The catalyst is O. The product is [CH2:6]([O:13][C:14]1[N:15]=[CH:16][C:17]([CH2:20][C:21]2[CH:26]=[C:25]([C:27]3[CH:28]=[CH:29][C:30]([NH2:33])=[N:31][CH:32]=3)[O:23][N:22]=2)=[CH:18][CH:19]=1)[C:7]1[CH:12]=[CH:11][CH:10]=[CH:9][CH:8]=1. The yield is 0.129. (3) The reactants are C(OC(=O)[NH:7][C@@H:8]([CH2:26][C:27]1[C:35]2[C:30](=[CH:31][CH:32]=[CH:33][CH:34]=2)[NH:29][CH:28]=1)[CH2:9][O:10][C:11]1[CH:12]=[N:13][CH:14]=[C:15]([CH:17]=[CH:18][C:19]2[CH:24]=[CH:23][N:22]=[C:21](F)[CH:20]=2)[CH:16]=1)(C)(C)C.[C:37]1([OH:43])[CH:42]=[CH:41][CH:40]=[CH:39][CH:38]=1.[OH-].[K+]. No catalyst specified. The product is [NH:29]1[C:30]2[C:35](=[CH:34][CH:33]=[CH:32][CH:31]=2)[C:27]([CH2:26][C@H:8]([NH2:7])[CH2:9][O:10][C:11]2[CH:12]=[N:13][CH:14]=[C:15]([CH:17]=[CH:18][C:19]3[CH:24]=[CH:23][N:22]=[C:21]([O:43][C:37]4[CH:42]=[CH:41][CH:40]=[CH:39][CH:38]=4)[CH:20]=3)[CH:16]=2)=[CH:28]1. The yield is 0.0530. (4) The reactants are Cl[CH2:2][C:3]1[S:7][C:6]([C:8]2[NH:9][C:10]3[C:15]([CH:16]=2)=[C:14]([CH3:17])[CH:13]=[CH:12][C:11]=3[N:18]([CH3:27])[S:19]([C:22]2[S:23][CH:24]=[CH:25][CH:26]=2)(=[O:21])=[O:20])=[N:5][CH:4]=1.[NH:28]1[CH2:32][CH2:31][CH:30]([OH:33])[CH2:29]1.C(=O)([O-])[O-].[K+].[K+].O. The catalyst is CN(C)C=O. The product is [OH:33][CH:30]1[CH2:31][CH2:32][N:28]([CH2:2][C:3]2[S:7][C:6]([C:8]3[NH:9][C:10]4[C:15]([CH:16]=3)=[C:14]([CH3:17])[CH:13]=[CH:12][C:11]=4[N:18]([CH3:27])[S:19]([C:22]3[S:23][CH:24]=[CH:25][CH:26]=3)(=[O:21])=[O:20])=[N:5][CH:4]=2)[CH2:29]1. The yield is 0.590. (5) The reactants are [CH:1]1([OH:5])[CH2:4][CH2:3][CH2:2]1.CC(C)([O-])C.[K+].C1COCC1.[CH2:17]([S:19]([C:22]1[CH:23]=[C:24]2[C:28](=[CH:29][CH:30]=1)[N:27]([C:31]1[CH:36]=[C:35]([O:37][CH:38]3[CH2:43][CH2:42][N:41]([C:44](N4C=CN=C4)=[O:45])[CH2:40][CH2:39]3)[N:34]=[CH:33][N:32]=1)[CH2:26][CH2:25]2)(=[O:21])=[O:20])[CH3:18]. The catalyst is O. The product is [CH2:17]([S:19]([C:22]1[CH:23]=[C:24]2[C:28](=[CH:29][CH:30]=1)[N:27]([C:31]1[N:32]=[CH:33][N:34]=[C:35]([O:37][CH:38]3[CH2:39][CH2:40][N:41]([C:44]([O:5][CH:1]4[CH2:4][CH2:3][CH2:2]4)=[O:45])[CH2:42][CH2:43]3)[CH:36]=1)[CH2:26][CH2:25]2)(=[O:20])=[O:21])[CH3:18]. The yield is 0.320.